Dataset: Full USPTO retrosynthesis dataset with 1.9M reactions from patents (1976-2016). Task: Predict the reactants needed to synthesize the given product. (1) Given the product [F:16][C:11]1[CH:12]=[CH:13][CH:14]=[CH:15][C:10]=1[CH2:9][O:8][C:5]1[CH:6]=[CH:7][C:2]([C:22]#[N:23])=[N:3][CH:4]=1, predict the reactants needed to synthesize it. The reactants are: Br[C:2]1[CH:7]=[CH:6][C:5]([O:8][CH2:9][C:10]2[CH:15]=[CH:14][CH:13]=[CH:12][C:11]=2[F:16])=[CH:4][N:3]=1.C(=O)(O)[O-].[Na+].[CH3:22][N:23](C=O)C. (2) The reactants are: [F:1][C:2]([F:11])([F:10])[C:3]1[CH:8]=[CH:7][C:6]([OH:9])=[CH:5][CH:4]=1.C(=O)([O-])[O-].[K+].[K+].[CH2:18](Br)[CH:19]=[CH2:20]. Given the product [CH2:20]([O:9][C:6]1[CH:5]=[CH:4][C:3]([C:2]([F:10])([F:11])[F:1])=[CH:8][CH:7]=1)[CH:19]=[CH2:18], predict the reactants needed to synthesize it.